From a dataset of Reaction yield outcomes from USPTO patents with 853,638 reactions. Predict the reaction yield, written as a fraction of the theoretical maximum amount of product (1.0 means a 100% yield; for example, 0.34 means a 34% yield). (1) The reactants are [C:1]([O:5][C:6]([N:8]1[C:17]2[C:12](=[CH:13][CH:14]=[C:15]([N+:18]([O-])=O)[CH:16]=2)[C:11]([CH3:22])([CH3:21])[CH2:10][CH2:9]1)=[O:7])([CH3:4])([CH3:3])[CH3:2]. The catalyst is CO.[Pd]. The product is [NH2:18][C:15]1[CH:16]=[C:17]2[C:12]([C:11]([CH3:22])([CH3:21])[CH2:10][CH2:9][N:8]2[C:6]([O:5][C:1]([CH3:4])([CH3:3])[CH3:2])=[O:7])=[CH:13][CH:14]=1. The yield is 0.950. (2) The reactants are [C:1]([O:5][C:6]([N:8]1[CH2:11][CH:10]([C:12]([OH:14])=O)[CH2:9]1)=[O:7])([CH3:4])([CH3:3])[CH3:2].Cl.[CH3:16][NH:17][CH3:18].Cl.CN(C)CCCN=C=NCC.O.ON1C2C=CC=CC=2N=N1. The catalyst is C(OCC)(=O)C.CN(C)C=O.C(N(CC)CC)C. The product is [CH3:16][N:17]([CH3:18])[C:12]([CH:10]1[CH2:11][N:8]([C:6]([O:5][C:1]([CH3:4])([CH3:3])[CH3:2])=[O:7])[CH2:9]1)=[O:14]. The yield is 0.400. (3) The reactants are [F:1][C:2]1[CH:7]=[CH:6][C:5]([CH2:8][CH2:9][CH2:10][OH:11])=[C:4]([S:12]([CH3:15])(=[O:14])=[O:13])[CH:3]=1.[Cr](Cl)([O-])(=O)=O.[NH+]1C=CC=CC=1. The catalyst is ClCCl. The product is [F:1][C:2]1[CH:7]=[CH:6][C:5]([CH2:8][CH2:9][CH:10]=[O:11])=[C:4]([S:12]([CH3:15])(=[O:14])=[O:13])[CH:3]=1. The yield is 0.580. (4) The reactants are [F:1][C:2]1[CH:9]=[CH:8][C:5]([CH:6]=O)=[C:4]([O:10][CH3:11])[CH:3]=1.C(O)(=O)[CH2:13][C:14]([OH:16])=[O:15]. The catalyst is N1C=CC=CC=1. The product is [F:1][C:2]1[CH:9]=[CH:8][C:5](/[CH:6]=[CH:13]/[C:14]([OH:16])=[O:15])=[C:4]([O:10][CH3:11])[CH:3]=1. The yield is 0.960. (5) The reactants are Br[C:2]1[CH:7]=[CH:6][C:5]([S:8]([NH:11][CH3:12])(=[O:10])=[O:9])=[CH:4][CH:3]=1.[B:13](OC(C)C)([O:18]C(C)C)[O:14]C(C)C.[Li]CCCC.Cl. The catalyst is C1COCC1. The product is [CH3:12][NH:11][S:8]([C:5]1[CH:6]=[CH:7][C:2]([B:13]([OH:18])[OH:14])=[CH:3][CH:4]=1)(=[O:10])=[O:9]. The yield is 0.960. (6) The reactants are [C:1]([C:5]1[CH:10]=[CH:9][CH:8]=[CH:7][C:6]=1[NH2:11])([CH3:4])([CH3:3])[CH3:2].[N+:12]([O-])([O-:14])=[O:13].[K+]. The catalyst is S(=O)(=O)(O)O. The product is [C:1]([C:5]1[CH:10]=[CH:9][C:8]([N+:12]([O-:14])=[O:13])=[CH:7][C:6]=1[NH2:11])([CH3:4])([CH3:2])[CH3:3]. The yield is 0.640. (7) The reactants are Br[C:2]1[S:6][C:5]([N:7]([CH3:15])[C:8](=[O:14])[O:9][C:10]([CH3:13])([CH3:12])[CH3:11])=[N:4][C:3]=1[C:16]1[O:17][CH:18]=[CH:19][CH:20]=1.C([Li])CCC.CCCCCC.[CH2:32]([O:34][CH2:35][C:36](N(OC)C)=[O:37])[CH3:33].[Cl-].[NH4+]. The catalyst is C1COCC1. The product is [CH2:32]([O:34][CH2:35][C:36]([C:2]1[S:6][C:5]([N:7]([CH3:15])[C:8](=[O:14])[O:9][C:10]([CH3:13])([CH3:12])[CH3:11])=[N:4][C:3]=1[C:16]1[O:17][CH:18]=[CH:19][CH:20]=1)=[O:37])[CH3:33]. The yield is 0.380. (8) The reactants are [C:1]([O:5][C:6]([N:8]1[CH2:13][CH2:12][C@@H:11]([CH3:14])[C@@H:10]([C:15](=O)[NH:16][CH2:17][C:18]2[N:19]=[C:20]3[CH:26]=[CH:25][N:24]([S:27]([C:30]4[CH:36]=[CH:35][C:33]([CH3:34])=[CH:32][CH:31]=4)(=[O:29])=[O:28])[C:21]3=[N:22][CH:23]=2)[CH2:9]1)=[O:7])([CH3:4])([CH3:3])[CH3:2].COC1C=CC(P2(SP(C3C=CC(OC)=CC=3)(=S)S2)=S)=CC=1. The catalyst is O1CCOCC1.FC(F)(F)C([O-])=O.[Hg+2].FC(F)(F)C([O-])=O. The product is [CH3:14][C@@H:11]1[CH2:12][CH2:13][N:8]([C:6]([O:5][C:1]([CH3:3])([CH3:4])[CH3:2])=[O:7])[CH2:9][C@@H:10]1[C:15]1[N:19]2[C:20]3[CH:26]=[CH:25][N:24]([S:27]([C:30]4[CH:31]=[CH:32][C:33]([CH3:34])=[CH:35][CH:36]=4)(=[O:28])=[O:29])[C:21]=3[N:22]=[CH:23][C:18]2=[CH:17][N:16]=1. The yield is 0.790. (9) The reactants are [CH2:1]([O:8][C:9]1[N:10]=[N:11][C:12]([C:23]#[CH:24])=[CH:13][C:14]=1[O:15][CH2:16][C:17]1[CH:22]=[CH:21][CH:20]=[CH:19][CH:18]=1)[C:2]1[CH:7]=[CH:6][CH:5]=[CH:4][CH:3]=1.C([Li])CCC.[O:30]1[CH2:35][CH2:34][C:33](=[O:36])[CH2:32][CH2:31]1.[Cl-].[NH4+]. The catalyst is O1CCCC1. The product is [CH2:16]([O:15][C:14]1[CH:13]=[C:12]([C:23]#[C:24][C:33]2([OH:36])[CH2:34][CH2:35][O:30][CH2:31][CH2:32]2)[N:11]=[N:10][C:9]=1[O:8][CH2:1][C:2]1[CH:3]=[CH:4][CH:5]=[CH:6][CH:7]=1)[C:17]1[CH:22]=[CH:21][CH:20]=[CH:19][CH:18]=1. The yield is 5.01.